From a dataset of NCI-60 drug combinations with 297,098 pairs across 59 cell lines. Regression. Given two drug SMILES strings and cell line genomic features, predict the synergy score measuring deviation from expected non-interaction effect. (1) Drug 1: CC1=CC=C(C=C1)C2=CC(=NN2C3=CC=C(C=C3)S(=O)(=O)N)C(F)(F)F. Drug 2: CC(C)CN1C=NC2=C1C3=CC=CC=C3N=C2N. Cell line: K-562. Synergy scores: CSS=-3.92, Synergy_ZIP=0.842, Synergy_Bliss=0.333, Synergy_Loewe=-6.43, Synergy_HSA=-5.07. (2) Drug 1: C1CC(=O)NC(=O)C1N2CC3=C(C2=O)C=CC=C3N. Drug 2: CC1C(C(CC(O1)OC2CC(CC3=C2C(=C4C(=C3O)C(=O)C5=C(C4=O)C(=CC=C5)OC)O)(C(=O)C)O)N)O.Cl. Cell line: MDA-MB-435. Synergy scores: CSS=12.0, Synergy_ZIP=-2.23, Synergy_Bliss=5.89, Synergy_Loewe=4.09, Synergy_HSA=3.57. (3) Synergy scores: CSS=21.4, Synergy_ZIP=7.39, Synergy_Bliss=12.3, Synergy_Loewe=9.81, Synergy_HSA=11.4. Cell line: BT-549. Drug 1: C1CCC(CC1)NC(=O)N(CCCl)N=O. Drug 2: C1=CC=C(C=C1)NC(=O)CCCCCCC(=O)NO.